Dataset: Blood-brain barrier permeability classification from the B3DB database. Task: Regression/Classification. Given a drug SMILES string, predict its absorption, distribution, metabolism, or excretion properties. Task type varies by dataset: regression for continuous measurements (e.g., permeability, clearance, half-life) or binary classification for categorical outcomes (e.g., BBB penetration, CYP inhibition). Dataset: b3db_classification. (1) The drug is CCC(C)(C)C(=O)O[C@H]1C[C@@H](C)C=C2C=C[C@H](C)[C@H](CC[C@@H](O)C[C@@H](O)CC(=O)O)[C@H]21. The result is 1 (penetrates BBB). (2) The molecule is CN=C(C[N+](=O)[O-])NCCCSc1ccc(CN(C)C)o1. The result is 0 (does not penetrate BBB). (3) The drug is CC(=O)c1ccc2c(c1O)[C@H](c1ccc(F)c(Cl)c1)CC(=O)O2. The result is 0 (does not penetrate BBB).